Dataset: Peptide-MHC class I binding affinity with 185,985 pairs from IEDB/IMGT. Task: Regression. Given a peptide amino acid sequence and an MHC pseudo amino acid sequence, predict their binding affinity value. This is MHC class I binding data. (1) The peptide sequence is DTDIFSPENK. The MHC is HLA-A03:01 with pseudo-sequence HLA-A03:01. The binding affinity (normalized) is 0.198. (2) The peptide sequence is YVIRHVDGK. The MHC is HLA-A68:01 with pseudo-sequence HLA-A68:01. The binding affinity (normalized) is 0.950. (3) The MHC is H-2-Db with pseudo-sequence H-2-Db. The binding affinity (normalized) is 0.755. The peptide sequence is RAHYNIVTF. (4) The peptide sequence is KQMYKTPTLK. The MHC is HLA-A33:01 with pseudo-sequence HLA-A33:01. The binding affinity (normalized) is 0.137. (5) The peptide sequence is FPVKPQVPL. The MHC is HLA-A02:06 with pseudo-sequence HLA-A02:06. The binding affinity (normalized) is 0. (6) The MHC is HLA-B27:05 with pseudo-sequence HLA-B27:05. The peptide sequence is RQIVDTCD. The binding affinity (normalized) is 0.00568. (7) The peptide sequence is LQKVPHTRY. The MHC is HLA-B27:05 with pseudo-sequence HLA-B27:05. The binding affinity (normalized) is 0.0847. (8) The peptide sequence is NPDNTIAVI. The MHC is HLA-B07:02 with pseudo-sequence HLA-B07:02. The binding affinity (normalized) is 0.496.